From a dataset of Full USPTO retrosynthesis dataset with 1.9M reactions from patents (1976-2016). Predict the reactants needed to synthesize the given product. (1) Given the product [CH3:1][N:2]([CH3:15])[C:3]1([C:13]2[CH:11]=[CH:12][CH:3]=[CH:4][CH:5]=2)[CH2:12][CH2:11][C:6]2([O:10][CH2:9][CH2:8][O:7]2)[CH2:5][CH2:4]1, predict the reactants needed to synthesize it. The reactants are: [CH3:1][N:2]([CH3:15])[C:3]1([C:13]#N)[CH2:12][CH2:11][C:6]2([O:10][CH2:9][CH2:8][O:7]2)[CH2:5][CH2:4]1. (2) Given the product [Cl:31][C:29]1[C:28]([C:32]#[N:33])=[C:27]([CH:34]2[CH2:35][N:36]([C:38]([O:40][C:41]([CH3:44])([CH3:43])[CH3:42])=[O:39])[CH2:37]2)[C:26]([O:45][CH2:46][CH3:47])=[C:25]([CH:22]([OH:24])[CH3:23])[CH:30]=1, predict the reactants needed to synthesize it. The reactants are: CB1N2CCC[C@H]2C(C2C=CC=CC=2)(C2C=CC=CC=2)O1.[C:22]([C:25]1[C:26]([O:45][CH2:46][CH3:47])=[C:27]([CH:34]2[CH2:37][N:36]([C:38]([O:40][C:41]([CH3:44])([CH3:43])[CH3:42])=[O:39])[CH2:35]2)[C:28]([C:32]#[N:33])=[C:29]([Cl:31])[CH:30]=1)(=[O:24])[CH3:23]. (3) Given the product [N:1]1[C:10]2[C:5](=[CH:6][C:7]([O:11][CH:12]([CH2:30][CH3:31])[C:13]([NH:15][C:16]([CH3:28])([CH3:29])[C:17]#[C:18][CH2:19][OH:24])=[O:14])=[CH:8][CH:9]=2)[CH:4]=[CH:3][CH:2]=1, predict the reactants needed to synthesize it. The reactants are: [N:1]1[C:10]2[C:5](=[CH:6][C:7]([O:11][CH:12]([CH2:30][CH3:31])[C:13]([NH:15][C:16]([CH3:29])([CH3:28])[C:17]#[C:18][CH:19]([O:24][SiH](C)C)C(C)(C)C)=[O:14])=[CH:8][CH:9]=2)[CH:4]=[CH:3][CH:2]=1.[F-].C([N+](CCCC)(CCCC)CCCC)CCC.CCCCCC.C(OCC)(=O)C.